Dataset: Forward reaction prediction with 1.9M reactions from USPTO patents (1976-2016). Task: Predict the product of the given reaction. (1) Given the reactants [CH2:1]([O:8][C:9](Cl)=[O:10])[C:2]1[CH:7]=[CH:6][CH:5]=[CH:4][CH:3]=1.Cl.Cl.[F:14][C:15]1[CH:20]=[CH:19][C:18]([C@H:21]2[CH2:26][NH:25][CH2:24][CH2:23][NH:22]2)=[C:17]([CH3:27])[CH:16]=1, predict the reaction product. The product is: [CH2:1]([O:8][C:9]([N:25]1[CH2:24][CH2:23][NH:22][C@@H:21]([C:18]2[CH:19]=[CH:20][C:15]([F:14])=[CH:16][C:17]=2[CH3:27])[CH2:26]1)=[O:10])[C:2]1[CH:7]=[CH:6][CH:5]=[CH:4][CH:3]=1. (2) Given the reactants [CH:1]([N:4]([CH3:22])[C@@H:5]1[CH2:10][CH2:9][C@H:8]([NH2:11])[C@H:7]([CH2:12][S:13]([C:16]2[CH:21]=[CH:20][CH:19]=[CH:18][CH:17]=2)(=[O:15])=[O:14])[CH2:6]1)([CH3:3])[CH3:2].[F:23][C:24]([F:39])([F:38])[C:25]1[CH:30]=[CH:29][CH:28]=[CH:27][C:26]=1[NH:31][C:32](=[O:37])[CH2:33][C:34](O)=[O:35].F[P-](F)(F)(F)(F)F.N1(O[P+](N(C)C)(N(C)C)N(C)C)C2C=CC=CC=2N=N1.CN1CCOCC1, predict the reaction product. The product is: [CH:1]([N:4]([CH3:22])[C@@H:5]1[CH2:10][CH2:9][C@H:8]([NH:11][C:34](=[O:35])[CH2:33][C:32]([NH:31][C:26]2[CH:27]=[CH:28][CH:29]=[CH:30][C:25]=2[C:24]([F:38])([F:23])[F:39])=[O:37])[C@H:7]([CH2:12][S:13]([C:16]2[CH:17]=[CH:18][CH:19]=[CH:20][CH:21]=2)(=[O:14])=[O:15])[CH2:6]1)([CH3:3])[CH3:2]. (3) Given the reactants CN(C(ON1N=NC2C=CC=NC1=2)=[N+](C)C)C.F[P-](F)(F)(F)(F)F.[Cl:25][C:26]1[N:30]2[CH:31]=[C:32]([C:39]3[CH:43]=[CH:42][O:41][CH:40]=3)[CH:33]=[C:34]([C:35]([F:38])([F:37])[F:36])[C:29]2=[N:28][C:27]=1[C:44](O)=[O:45].[CH3:47][NH:48][CH2:49][C:50]1[S:51][CH:52]=[CH:53][CH:54]=1, predict the reaction product. The product is: [CH3:47][N:48]([CH2:49][C:50]1[S:51][CH:52]=[CH:53][CH:54]=1)[C:44]([C:27]1[N:28]=[C:29]2[C:34]([C:35]([F:38])([F:36])[F:37])=[CH:33][C:32]([C:39]3[CH:43]=[CH:42][O:41][CH:40]=3)=[CH:31][N:30]2[C:26]=1[Cl:25])=[O:45]. (4) Given the reactants Br[C:2]1[CH:11]=[CH:10][C:9]2[N:8]=[CH:7][C:6]3[N:12]([CH3:23])[C:13](=[O:22])[N:14]([C:15]4[C:16]([CH3:21])=[N:17][N:18]([CH3:20])[CH:19]=4)[C:5]=3[C:4]=2[CH:3]=1.[CH:24]1([O:28][C:29]2[CH:30]=[N:31][CH:32]=[C:33](B3OC(C)(C)C(C)(C)O3)[CH:34]=2)[CH2:27][CH2:26][CH2:25]1, predict the reaction product. The product is: [CH:24]1([O:28][C:29]2[CH:34]=[C:33]([C:2]3[CH:11]=[CH:10][C:9]4[N:8]=[CH:7][C:6]5[N:12]([CH3:23])[C:13](=[O:22])[N:14]([C:15]6[C:16]([CH3:21])=[N:17][N:18]([CH3:20])[CH:19]=6)[C:5]=5[C:4]=4[CH:3]=3)[CH:32]=[N:31][CH:30]=2)[CH2:25][CH2:26][CH2:27]1.